From a dataset of NCI-60 drug combinations with 297,098 pairs across 59 cell lines. Regression. Given two drug SMILES strings and cell line genomic features, predict the synergy score measuring deviation from expected non-interaction effect. (1) Drug 1: C1=NC2=C(N=C(N=C2N1C3C(C(C(O3)CO)O)O)F)N. Drug 2: CCCCCOC(=O)NC1=NC(=O)N(C=C1F)C2C(C(C(O2)C)O)O. Cell line: CCRF-CEM. Synergy scores: CSS=41.8, Synergy_ZIP=-0.144, Synergy_Bliss=4.24, Synergy_Loewe=-42.2, Synergy_HSA=-0.0815. (2) Drug 1: CCCCC(=O)OCC(=O)C1(CC(C2=C(C1)C(=C3C(=C2O)C(=O)C4=C(C3=O)C=CC=C4OC)O)OC5CC(C(C(O5)C)O)NC(=O)C(F)(F)F)O. Drug 2: B(C(CC(C)C)NC(=O)C(CC1=CC=CC=C1)NC(=O)C2=NC=CN=C2)(O)O. Cell line: BT-549. Synergy scores: CSS=72.8, Synergy_ZIP=6.18, Synergy_Bliss=7.34, Synergy_Loewe=8.68, Synergy_HSA=11.3.